The task is: Predict which catalyst facilitates the given reaction.. This data is from Catalyst prediction with 721,799 reactions and 888 catalyst types from USPTO. (1) Reactant: [CH3:1][O:2][C:3](=[O:38])[CH2:4][CH:5]1[C:13]2[C:8](=[CH:9][C:10]([NH:14][CH2:15][C:16]3[C:17]([CH3:35])=[C:18]([C:22]4[C:27]([CH3:28])=[CH:26][C:25]([O:29][CH2:30][C:31]([OH:33])=O)=[CH:24][C:23]=4[CH3:34])[CH:19]=[CH:20][CH:21]=3)=[CH:11][CH:12]=2)[CH2:7][C:6]21[CH2:37][CH2:36]2.[N:39]1(O)[C:43]2C=CC=CC=2N=N1.Cl.CN.Cl.CN(C)CCCN=C=NCC. Product: [CH3:35][C:17]1[C:16]([CH2:15][NH:14][C:10]2[CH:9]=[C:8]3[C:13](=[CH:12][CH:11]=2)[CH:5]([CH2:4][C:3]([O:2][CH3:1])=[O:38])[C:6]2([CH2:36][CH2:37]2)[CH2:7]3)=[CH:21][CH:20]=[CH:19][C:18]=1[C:22]1[C:23]([CH3:34])=[CH:24][C:25]([O:29][CH2:30][C:31]([NH:39][CH3:43])=[O:33])=[CH:26][C:27]=1[CH3:28]. The catalyst class is: 851. (2) Reactant: C[O:2][C:3](=[O:34])/[C:4](/[CH3:33])=[CH:5]/[CH:6]1[CH2:11][CH:10]=[C:9]([C:12]#[C:13][C:14]2[CH:23]=[C:22]([O:24][CH3:25])[C:21]3[CH:20]([N:26]([CH:28]4[CH2:30][CH2:29]4)[CH3:27])[CH2:19][CH2:18][C:17]([CH3:32])([CH3:31])[C:16]=3[CH:15]=2)[CH:8]=[CH:7]1.C(OC(=O)/C(/C)=C/C1CC=C(C#CC2C=C(OC)C3C(N(C4CC4)C)CCC(C)(C)C=3C=2)C=C1)C.[OH-].[K+].Cl. Product: [CH:28]1([N:26]([CH3:27])[CH:20]2[CH2:19][CH2:18][C:17]([CH3:32])([CH3:31])[C:16]3[CH:15]=[C:14]([C:13]#[C:12][C:9]4[CH:8]=[CH:7][CH:6](/[CH:5]=[C:4](\[CH3:33])/[C:3]([OH:34])=[O:2])[CH2:11][CH:10]=4)[CH:23]=[C:22]([O:24][CH3:25])[C:21]2=3)[CH2:30][CH2:29]1. The catalyst class is: 111. (3) Reactant: [CH2:1]([O:3][C:4](=[O:28])[CH2:5][C:6]1[CH:11]=[CH:10][C:9]([O:12][CH3:13])=[C:8]([O:14][C:15]2[CH:20]=[CH:19][C:18]([N+:21]([O-:23])=[O:22])=[CH:17][C:16]=2[CH2:24][NH:25][CH2:26][CH3:27])[CH:7]=1)[CH3:2].C(N(CC)CC)C.Cl[C:37]([O:39][CH2:40][C:41]1[CH:46]=[CH:45][CH:44]=[CH:43][CH:42]=1)=[O:38]. Product: [CH2:1]([O:3][C:4](=[O:28])[CH2:5][C:6]1[CH:11]=[CH:10][C:9]([O:12][CH3:13])=[C:8]([O:14][C:15]2[CH:20]=[CH:19][C:18]([N+:21]([O-:23])=[O:22])=[CH:17][C:16]=2[CH2:24][N:25]([C:37]([O:39][CH2:40][C:41]2[CH:46]=[CH:45][CH:44]=[CH:43][CH:42]=2)=[O:38])[CH2:26][CH3:27])[CH:7]=1)[CH3:2]. The catalyst class is: 2.